From a dataset of NCI-60 drug combinations with 297,098 pairs across 59 cell lines. Regression. Given two drug SMILES strings and cell line genomic features, predict the synergy score measuring deviation from expected non-interaction effect. (1) Drug 1: CS(=O)(=O)C1=CC(=C(C=C1)C(=O)NC2=CC(=C(C=C2)Cl)C3=CC=CC=N3)Cl. Synergy scores: CSS=29.2, Synergy_ZIP=6.33, Synergy_Bliss=8.65, Synergy_Loewe=-0.585, Synergy_HSA=7.42. Cell line: UACC-257. Drug 2: CC1=C2C(C(=O)C3(C(CC4C(C3C(C(C2(C)C)(CC1OC(=O)C(C(C5=CC=CC=C5)NC(=O)OC(C)(C)C)O)O)OC(=O)C6=CC=CC=C6)(CO4)OC(=O)C)OC)C)OC. (2) Drug 1: CN(C)N=NC1=C(NC=N1)C(=O)N. Drug 2: C1C(C(OC1N2C=NC(=NC2=O)N)CO)O. Cell line: NCI-H460. Synergy scores: CSS=26.3, Synergy_ZIP=-6.42, Synergy_Bliss=0.320, Synergy_Loewe=-0.0776, Synergy_HSA=0.910. (3) Drug 2: C1=CC=C(C=C1)NC(=O)CCCCCCC(=O)NO. Drug 1: C1=NC2=C(N=C(N=C2N1C3C(C(C(O3)CO)O)O)F)N. Cell line: SK-OV-3. Synergy scores: CSS=7.02, Synergy_ZIP=-0.933, Synergy_Bliss=2.76, Synergy_Loewe=1.12, Synergy_HSA=2.85. (4) Drug 1: CC1C(C(CC(O1)OC2CC(CC3=C2C(=C4C(=C3O)C(=O)C5=C(C4=O)C(=CC=C5)OC)O)(C(=O)C)O)N)O.Cl. Drug 2: CC1C(C(CC(O1)OC2CC(CC3=C2C(=C4C(=C3O)C(=O)C5=CC=CC=C5C4=O)O)(C(=O)C)O)N)O. Cell line: MCF7. Synergy scores: CSS=36.4, Synergy_ZIP=2.79, Synergy_Bliss=5.55, Synergy_Loewe=-6.23, Synergy_HSA=6.10. (5) Drug 1: CC=C1C(=O)NC(C(=O)OC2CC(=O)NC(C(=O)NC(CSSCCC=C2)C(=O)N1)C(C)C)C(C)C. Drug 2: C(=O)(N)NO. Cell line: HOP-62. Synergy scores: CSS=15.2, Synergy_ZIP=4.60, Synergy_Bliss=4.42, Synergy_Loewe=-43.5, Synergy_HSA=-1.71. (6) Drug 1: CC1=C(C=C(C=C1)NC(=O)C2=CC=C(C=C2)CN3CCN(CC3)C)NC4=NC=CC(=N4)C5=CN=CC=C5. Drug 2: N.N.Cl[Pt+2]Cl. Cell line: SW-620. Synergy scores: CSS=20.7, Synergy_ZIP=1.60, Synergy_Bliss=-0.665, Synergy_Loewe=-18.3, Synergy_HSA=-5.60. (7) Drug 1: C1CCC(C1)C(CC#N)N2C=C(C=N2)C3=C4C=CNC4=NC=N3. Drug 2: CNC(=O)C1=CC=CC=C1SC2=CC3=C(C=C2)C(=NN3)C=CC4=CC=CC=N4. Cell line: COLO 205. Synergy scores: CSS=3.51, Synergy_ZIP=9.30, Synergy_Bliss=14.8, Synergy_Loewe=3.11, Synergy_HSA=5.56. (8) Drug 1: CN(C(=O)NC(C=O)C(C(C(CO)O)O)O)N=O. Drug 2: CC12CCC3C(C1CCC2OP(=O)(O)O)CCC4=C3C=CC(=C4)OC(=O)N(CCCl)CCCl.[Na+]. Cell line: SK-MEL-5. Synergy scores: CSS=0.0895, Synergy_ZIP=4.68, Synergy_Bliss=10.4, Synergy_Loewe=-0.0287, Synergy_HSA=1.34. (9) Drug 1: CN(C)N=NC1=C(NC=N1)C(=O)N. Drug 2: C#CCC(CC1=CN=C2C(=N1)C(=NC(=N2)N)N)C3=CC=C(C=C3)C(=O)NC(CCC(=O)O)C(=O)O. Cell line: PC-3. Synergy scores: CSS=37.3, Synergy_ZIP=-4.97, Synergy_Bliss=-4.59, Synergy_Loewe=-58.6, Synergy_HSA=-5.45. (10) Drug 1: CN(C)N=NC1=C(NC=N1)C(=O)N. Drug 2: C#CCC(CC1=CN=C2C(=N1)C(=NC(=N2)N)N)C3=CC=C(C=C3)C(=O)NC(CCC(=O)O)C(=O)O. Cell line: A549. Synergy scores: CSS=-1.04, Synergy_ZIP=0.267, Synergy_Bliss=-1.15, Synergy_Loewe=-1.98, Synergy_HSA=-2.53.